From a dataset of Forward reaction prediction with 1.9M reactions from USPTO patents (1976-2016). Predict the product of the given reaction. (1) Given the reactants [B-](F)(F)(F)F.[B-](F)(F)(F)F.C1[N+]2(CCl)CC[N+]([F:21])(CC2)C1.[F:22][C:23]1[CH:24]=[C:25]2[C:29](=[C:30]([F:32])[CH:31]=1)[C:28](=[O:33])[CH2:27][CH2:26]2, predict the reaction product. The product is: [F:21][CH:27]1[CH2:26][C:25]2[C:29](=[C:30]([F:32])[CH:31]=[C:23]([F:22])[CH:24]=2)[C:28]1=[O:33]. (2) Given the reactants [I-].[CH2:2]([O:4][C:5]([C:7]1[CH:12]=[CH:11][C:10]([Zn+])=[CH:9][CH:8]=1)=[O:6])[CH3:3].[CH:14]1([C:17](Cl)=[O:18])[CH2:16][CH2:15]1, predict the reaction product. The product is: [CH:14]1([C:17]([C:10]2[CH:11]=[CH:12][C:7]([C:5]([O:4][CH2:2][CH3:3])=[O:6])=[CH:8][CH:9]=2)=[O:18])[CH2:16][CH2:15]1. (3) Given the reactants [OH-].[Li+].[F:3][C:4]1[CH:9]=[CH:8][C:7]([C:10]2[O:11][C:12]3[C:13](=[C:15]([C:19]([O:21]C)=[O:20])[CH:16]=[CH:17][CH:18]=3)[N:14]=2)=[CH:6][CH:5]=1, predict the reaction product. The product is: [F:3][C:4]1[CH:5]=[CH:6][C:7]([C:10]2[O:11][C:12]3[C:13](=[C:15]([C:19]([OH:21])=[O:20])[CH:16]=[CH:17][CH:18]=3)[N:14]=2)=[CH:8][CH:9]=1. (4) Given the reactants [CH3:1][C:2]1[O:6][N:5]=[C:4]([C:7]2[CH:12]=[CH:11][CH:10]=[CH:9][CH:8]=2)[C:3]=1[CH2:13][O:14][C:15]1[CH:23]=[CH:22][C:18]([C:19]([OH:21])=O)=[CH:17][N:16]=1.[CH3:24][C:25]1([NH2:29])[CH2:28][O:27][CH2:26]1, predict the reaction product. The product is: [CH3:24][C:25]1([NH:29][C:19](=[O:21])[C:18]2[CH:22]=[CH:23][C:15]([O:14][CH2:13][C:3]3[C:4]([C:7]4[CH:8]=[CH:9][CH:10]=[CH:11][CH:12]=4)=[N:5][O:6][C:2]=3[CH3:1])=[N:16][CH:17]=2)[CH2:28][O:27][CH2:26]1. (5) Given the reactants [C:1]([CH:3]([C:8]1[CH:13]=[CH:12][CH:11]=[CH:10][CH:9]=1)[C:4]([NH:6][NH2:7])=[O:5])#[N:2].[F:14][C:15]([F:26])([F:25])[C:16](=O)[CH2:17][C:18](=O)[C:19]([F:22])([F:21])[F:20], predict the reaction product. The product is: [C:8]1([C:3]2[C:4]([OH:5])=[N:6][N:7]3[C:18]([C:19]([F:20])([F:22])[F:21])=[CH:17][C:16]([C:15]([F:14])([F:25])[F:26])=[N:2][C:1]=23)[CH:13]=[CH:12][CH:11]=[CH:10][CH:9]=1. (6) The product is: [S:1]1[CH2:2][CH:3]([N:6]([CH2:21][CH2:22][C:23]2[CH:28]=[CH:27][CH:26]=[CH:25][CH:24]=2)[C:7](=[O:20])[NH:8][C@@H:9]([CH2:13][C:14]2[CH:15]=[CH:16][CH:17]=[CH:18][CH:19]=2)[C:10]([OH:12])=[O:11])[CH2:4][S:5]1. Given the reactants [SH:1][CH2:2][CH:3]([N:6]([CH2:21][CH2:22][C:23]1[CH:28]=[CH:27][CH:26]=[CH:25][CH:24]=1)[C:7](=[O:20])[NH:8][C@@H:9]([CH2:13][C:14]1[CH:19]=[CH:18][CH:17]=[CH:16][CH:15]=1)[C:10]([OH:12])=[O:11])[CH2:4][SH:5].N, predict the reaction product.